From a dataset of hERG Central: cardiac toxicity at 1µM, 10µM, and general inhibition. Predict hERG channel inhibition at various concentrations. (1) The drug is Cn1c(OCc2cccnc2)nc2c1c(=O)n(Cc1ccc(F)cc1)c(=O)n2C. Results: hERG_inhib (hERG inhibition (general)): blocker. (2) Results: hERG_inhib (hERG inhibition (general)): blocker. The compound is O=C(O)C(O)C(O)C(=O)O.O=C(c1ccc(F)cc1)C1CCN(CCn2c(=O)[nH]c3ccccc3c2=O)CC1.